The task is: Predict the reactants needed to synthesize the given product.. This data is from Full USPTO retrosynthesis dataset with 1.9M reactions from patents (1976-2016). (1) Given the product [CH:6]1[C:5]2[CH2:4][CH2:3][C:18]3[CH:17]=[CH:16][CH:15]=[CH:14][C:13]=3[C:11](=[CH:22][C:23]([O:24][CH2:25][CH3:21])=[O:20])[C:10]=2[CH:9]=[CH:8][CH:7]=1, predict the reactants needed to synthesize it. The reactants are: [H-].[Na+].[CH2:3]1[C:18]2[C:13](=[CH:14][CH:15]=[CH:16][CH:17]=2)[C:11](=O)[C:10]2[C:5](=[CH:6][CH:7]=[CH:8][CH:9]=2)[CH2:4]1.Cl.[OH2:20].[CH2:21]1[CH2:25][O:24][CH2:23][CH2:22]1. (2) Given the product [CH3:40][O:39][C:37](=[O:38])[C:36]1[CH:41]=[C:32]([O:30][C:27]2[CH:26]=[CH:25][C:24]([C:21]3[CH:22]=[CH:23][C:18](/[CH:17]=[CH:16]/[C:11]4[N:12]([CH2:14][CH3:15])[CH:13]=[C:9]([C:3]5[CH:4]=[CH:5][C:6]([Cl:8])=[CH:7][C:2]=5[Cl:1])[N:10]=4)=[CH:19][CH:20]=3)=[CH:29][CH:28]=2)[CH:33]=[CH:34][C:35]=1[N+:42]([O-:44])=[O:43], predict the reactants needed to synthesize it. The reactants are: [Cl:1][C:2]1[CH:7]=[C:6]([Cl:8])[CH:5]=[CH:4][C:3]=1[C:9]1[N:10]=[C:11](/[CH:16]=[CH:17]/[C:18]2[CH:23]=[CH:22][C:21]([C:24]3[CH:29]=[CH:28][C:27]([OH:30])=[CH:26][CH:25]=3)=[CH:20][CH:19]=2)[N:12]([CH2:14][CH3:15])[CH:13]=1.F[C:32]1[CH:33]=[CH:34][C:35]([N+:42]([O-:44])=[O:43])=[C:36]([CH:41]=1)[C:37]([O:39][CH3:40])=[O:38]. (3) Given the product [Cl:1][C:2]1[CH:11]=[C:10]([CH3:12])[C:9]2[C:4](=[CH:5][C:6]([O:13][CH:17]([CH3:22])[CH3:18])=[CH:7][CH:8]=2)[N:3]=1.[Br:14][C:15]1[CH:24]=[C:23]([CH3:25])[C:22]2[C:17](=[CH:18][C:19]([O:26][CH:28]([CH3:30])[CH3:29])=[CH:20][CH:21]=2)[N:16]=1, predict the reactants needed to synthesize it. The reactants are: [Cl:1][C:2]1[CH:11]=[C:10]([CH3:12])[C:9]2[C:4](=[CH:5][C:6]([OH:13])=[CH:7][CH:8]=2)[N:3]=1.[Br:14][C:15]1[CH:24]=[C:23]([CH3:25])[C:22]2[C:17](=[CH:18][C:19]([OH:26])=[CH:20][CH:21]=2)[N:16]=1.Br[CH:28]([CH3:30])[CH3:29].C([O-])([O-])=O.[Cs+].[Cs+]. (4) The reactants are: [CH2:1]([N:8]1[C:12]([Br:13])=[C:11]([Br:14])[N:10]=[C:9]1Br)[C:2]1[CH:7]=[CH:6][CH:5]=[CH:4][CH:3]=1.[F:16][C:17]1[CH:22]=[C:21]([F:23])[CH:20]=[CH:19][C:18]=1B(O)O.C(=O)([O-])[O-].[Na+].[Na+].CO. Given the product [CH2:1]([N:8]1[C:12]([Br:13])=[C:11]([Br:14])[N:10]=[C:9]1[C:20]1[CH:19]=[CH:18][C:17]([F:16])=[CH:22][C:21]=1[F:23])[C:2]1[CH:7]=[CH:6][CH:5]=[CH:4][CH:3]=1, predict the reactants needed to synthesize it. (5) Given the product [OH:51][C:50]1[C:38]2[CH2:37][C@@H:36]3[C:43]([CH3:44])([CH3:45])[C@:40]([CH3:46])([C:39]=2[CH:47]=[CH:48][CH:49]=1)[CH2:41][CH2:42][N:35]3[C:33]([C@@H:30]1[CH2:31][CH2:32][C@@H:28]([NH:27][C:19]([NH:1][C:2]2[CH:7]=[CH:6][CH:5]=[CH:4][CH:3]=2)=[O:25])[CH2:29]1)=[O:34], predict the reactants needed to synthesize it. The reactants are: [NH2:1][C:2]1[CH:7]=[CH:6][CH:5]=[CH:4][CH:3]=1.C(N(CC)CC)C.ClC(Cl)(O[C:19](=[O:25])OC(Cl)(Cl)Cl)Cl.[NH2:27][C@@H:28]1[CH2:32][CH2:31][C@@H:30]([C:33]([N:35]2[CH2:42][CH2:41][C@:40]3([CH3:46])[C:43]([CH3:45])([CH3:44])[C@H:36]2[CH2:37][C:38]2[C:50]([OH:51])=[CH:49][CH:48]=[CH:47][C:39]=23)=[O:34])[CH2:29]1. (6) Given the product [CH2:1]([C@@H:8]1[C@@H:16]([O:17][Si:18]([CH:19]([CH3:20])[CH3:21])([CH:25]([CH3:27])[CH3:26])[CH:22]([CH3:24])[CH3:23])[C@H:15]([CH3:28])[O:14][C:13](=[O:29])[C@@H:12]([N:30]([C:38]([O:40][C:41]([CH3:44])([CH3:43])[CH3:42])=[O:39])[C:31](=[O:37])[O:32][C:33]([CH3:34])([CH3:35])[CH3:36])[CH2:11][O:10][CH2:9]1)[C:2]1[CH:3]=[CH:4][CH:5]=[CH:6][CH:7]=1, predict the reactants needed to synthesize it. The reactants are: [CH2:1]([C@@H:8]1[C@@H:16]([O:17][Si:18]([CH:25]([CH3:27])[CH3:26])([CH:22]([CH3:24])[CH3:23])[CH:19]([CH3:21])[CH3:20])[C@H:15]([CH3:28])[O:14][C:13](=[O:29])[C@@H:12]([NH:30][C:31](=[O:37])[O:32][C:33]([CH3:36])([CH3:35])[CH3:34])[CH2:11][O:10][CH2:9]1)[C:2]1[CH:7]=[CH:6][CH:5]=[CH:4][CH:3]=1.[C:38](O[C:38]([O:40][C:41]([CH3:44])([CH3:43])[CH3:42])=[O:39])([O:40][C:41]([CH3:44])([CH3:43])[CH3:42])=[O:39].